Dataset: Catalyst prediction with 721,799 reactions and 888 catalyst types from USPTO. Task: Predict which catalyst facilitates the given reaction. Reactant: C[O:2][C:3](=O)[C:4]1[CH:9]=[CH:8][C:7]([NH:10][CH2:11][C:12]2[CH:13]=[N:14][C:15]([C:18]([F:21])([F:20])[F:19])=[CH:16][CH:17]=2)=[N:6][C:5]=1[F:22].[AlH4-].[Li+].O.O.O.O.O.O.O.O.O.O.S([O-])([O-])(=O)=O.[Na+].[Na+]. The catalyst class is: 7. Product: [F:22][C:5]1[C:4]([CH2:3][OH:2])=[CH:9][CH:8]=[C:7]([NH:10][CH2:11][C:12]2[CH:13]=[N:14][C:15]([C:18]([F:21])([F:19])[F:20])=[CH:16][CH:17]=2)[N:6]=1.